Dataset: Reaction yield outcomes from USPTO patents with 853,638 reactions. Task: Predict the reaction yield, written as a fraction of the theoretical maximum amount of product (1.0 means a 100% yield; for example, 0.34 means a 34% yield). (1) The reactants are [F:1][C:2]1[CH:3]=[C:4]([NH2:24])[CH:5]=[CH:6][C:7]=1[O:8][C:9]1[CH:14]=[CH:13][N:12]=[C:11]2[CH:15]=[C:16]([C:18]3[N:19]=[CH:20][N:21]([CH3:23])[CH:22]=3)[S:17][C:10]=12.FC1C=C(NC(NC(=O)CC2C=CC=CC=2)=S)C=CC=1OC1C=CN=C2C=C(C3C=CC(S(C)(=O)=O)=CC=3)SC=12.[F:65][C:66]1[CH:71]=[CH:70][CH:69]=[CH:68][C:67]=1[CH2:72][C:73]([N:75]=[C:76]=[S:77])=[O:74]. No catalyst specified. The product is [F:1][C:2]1[CH:3]=[C:4]([NH:24][C:76]([NH:75][C:73](=[O:74])[CH2:72][C:67]2[CH:68]=[CH:69][CH:70]=[CH:71][C:66]=2[F:65])=[S:77])[CH:5]=[CH:6][C:7]=1[O:8][C:9]1[CH:14]=[CH:13][N:12]=[C:11]2[CH:15]=[C:16]([C:18]3[N:19]=[CH:20][N:21]([CH3:23])[CH:22]=3)[S:17][C:10]=12. The yield is 0.240. (2) The reactants are [N:1]1[C:11]2[C:6](=[CH:7][CH:8]=[CH:9][CH:10]=2)[CH:5]=[CH:4][C:2]=1[CH3:3].S(=O)(=O)(O)O.S([O-])([O-])(=O)=O.[NH4+].[NH4+].[CH3:24][OH:25]. The catalyst is O.O.O.O.O.O.O.O.S([O-])([O-])(=O)=O.[Fe+2]. The product is [CH3:3][C:2]1[CH:4]=[C:5]([CH2:24][OH:25])[C:6]2[C:11](=[CH:10][CH:9]=[CH:8][CH:7]=2)[N:1]=1. The yield is 0.270. (3) The reactants are [Cl:1][C:2]1[CH:7]=[CH:6][C:5]([NH:8][C:9](=[O:20])[C:10]2[CH:15]=[CH:14][CH:13]=[C:12]([C:16]([F:19])([F:18])[F:17])[CH:11]=2)=[CH:4][C:3]=1[CH2:21][OH:22]. The catalyst is C1(C)C=CC=CC=1.O=[Mn]=O. The product is [Cl:1][C:2]1[CH:7]=[CH:6][C:5]([NH:8][C:9](=[O:20])[C:10]2[CH:15]=[CH:14][CH:13]=[C:12]([C:16]([F:19])([F:18])[F:17])[CH:11]=2)=[CH:4][C:3]=1[CH:21]=[O:22]. The yield is 0.430. (4) No catalyst specified. The product is [C:25]([C@@H:23]([NH:24][C:2]1[C:11]([C:12]([OH:14])=[O:13])=[CH:10][C:9]2[C:4](=[CH:5][CH:6]=[C:7]([Cl:15])[CH:8]=2)[N:3]=1)[CH2:22][C:21]1[CH:28]=[CH:29][C:30]([OH:31])=[C:19]([N+:16]([O-:18])=[O:17])[CH:20]=1)([OH:27])=[O:26]. The reactants are Cl[C:2]1[C:11]([C:12]([OH:14])=[O:13])=[CH:10][C:9]2[C:4](=[CH:5][CH:6]=[C:7]([Cl:15])[CH:8]=2)[N:3]=1.[N+:16]([C:19]1[CH:20]=[C:21]([CH:28]=[CH:29][C:30]=1[OH:31])[CH2:22][C@@H:23]([C:25]([OH:27])=[O:26])[NH2:24])([O-:18])=[O:17]. The yield is 0.100. (5) The reactants are O=P(Cl)(Cl)Cl.[CH3:6][N:7]1[C:15]2[C:10](=[CH:11][CH:12]=[CH:13][CH:14]=2)[CH:9]=[C:8]1[CH3:16].[OH-].[Na+].CN([CH:22]=[O:23])C. The catalyst is O. The product is [CH3:6][N:7]1[C:15]2[C:10](=[CH:11][CH:12]=[CH:13][CH:14]=2)[C:9]([CH:22]=[O:23])=[C:8]1[CH3:16]. The yield is 0.970. (6) The reactants are [O:1]([C:8]1[CH:27]=[CH:26][C:11]([O:12][C:13]2[CH:18]=[CH:17][N:16]=[CH:15][C:14]=2[C:19]2[CH:20]=[C:21]([CH:23]=[CH:24][CH:25]=2)[NH2:22])=[CH:10][CH:9]=1)[C:2]1[CH:7]=[CH:6][CH:5]=[CH:4][CH:3]=1.[C:28](O)(=[O:32])/[CH:29]=[CH:30]/[CH3:31]. No catalyst specified. The product is [O:1]([C:8]1[CH:9]=[CH:10][C:11]([O:12][C:13]2[CH:18]=[CH:17][N:16]=[CH:15][C:14]=2[C:19]2[CH:20]=[C:21]([NH:22][C:28](=[O:32])/[CH:29]=[CH:30]/[CH3:31])[CH:23]=[CH:24][CH:25]=2)=[CH:26][CH:27]=1)[C:2]1[CH:7]=[CH:6][CH:5]=[CH:4][CH:3]=1. The yield is 0.560.